Dataset: Forward reaction prediction with 1.9M reactions from USPTO patents (1976-2016). Task: Predict the product of the given reaction. Given the reactants [CH2:1]([NH:8][C:9]1[N:14]2[N:15]=[CH:16][C:17]([C:18]([O:20][CH2:21][CH3:22])=[O:19])=[C:13]2[N:12]=[CH:11][C:10]=1[C:23](O)=[O:24])[C:2]1[CH:7]=[CH:6][CH:5]=[CH:4][CH:3]=1.[NH:26]1[CH2:31][CH2:30][C:29]2([C:39]3[C:34](=[CH:35][CH:36]=[CH:37][CH:38]=3)[N:33]([C:40]([O:42][C:43]([CH3:46])([CH3:45])[CH3:44])=[O:41])[CH2:32]2)[CH2:28][CH2:27]1, predict the reaction product. The product is: [CH2:1]([NH:8][C:9]1[N:14]2[N:15]=[CH:16][C:17]([C:18]([O:20][CH2:21][CH3:22])=[O:19])=[C:13]2[N:12]=[CH:11][C:10]=1[C:23]([N:26]1[CH2:27][CH2:28][C:29]2([C:39]3[C:34](=[CH:35][CH:36]=[CH:37][CH:38]=3)[N:33]([C:40]([O:42][C:43]([CH3:46])([CH3:45])[CH3:44])=[O:41])[CH2:32]2)[CH2:30][CH2:31]1)=[O:24])[C:2]1[CH:7]=[CH:6][CH:5]=[CH:4][CH:3]=1.